This data is from Reaction yield outcomes from USPTO patents with 853,638 reactions. The task is: Predict the reaction yield, written as a fraction of the theoretical maximum amount of product (1.0 means a 100% yield; for example, 0.34 means a 34% yield). (1) The reactants are [C:1]1([S:7]([N:10]2[C:14]3=[N:15][CH:16]=[C:17]([CH:19]4[CH2:23][O:22][C:21]([CH3:25])([CH3:24])[O:20]4)[CH:18]=[C:13]3[CH:12]=[CH:11]2)(=[O:9])=[O:8])[CH:6]=[CH:5][CH:4]=[CH:3][CH:2]=1.C([N-][CH:30]([CH3:32])[CH3:31])(C)C.[Li+].C([Li])C[CH2:36][CH3:37].CCCCCC.C(NC(C)C)(C)C.[CH:52]1([CH:57]=[O:58])CCCC1. The catalyst is O1CCCC1. The product is [C:1]1([S:7]([N:10]2[C:14]3=[N:15][CH:16]=[C:17]([CH:19]4[CH2:23][O:22][C:21]([CH3:25])([CH3:24])[O:20]4)[CH:18]=[C:13]3[CH:12]=[C:11]2[CH:57]([OH:58])[CH2:52][CH:31]2[CH2:30][CH2:32][CH2:37][CH2:36]2)(=[O:9])=[O:8])[CH:2]=[CH:3][CH:4]=[CH:5][CH:6]=1. The yield is 0.660. (2) The reactants are [CH3:1][O:2][CH2:3][C:4]1[N:9]=[CH:8][C:7]([O:10][C:11]2[CH:12]=[C:13]3[C:17](=[C:18]([O:20][CH:21]([CH3:23])[CH3:22])[CH:19]=2)[NH:16][C:15]([C:24](O)=[O:25])=[CH:14]3)=[CH:6][CH:5]=1.O[N:28]1C2C=CC=CC=2N=N1.Cl.C(N=C=NCCCN(C)C)C.[OH-].[NH4+]. The catalyst is O.CN(C)C=O. The product is [CH3:1][O:2][CH2:3][C:4]1[N:9]=[CH:8][C:7]([O:10][C:11]2[CH:12]=[C:13]3[C:17](=[C:18]([O:20][CH:21]([CH3:22])[CH3:23])[CH:19]=2)[NH:16][C:15]([C:24]([NH2:28])=[O:25])=[CH:14]3)=[CH:6][CH:5]=1. The yield is 0.740.